Dataset: Serine/threonine kinase 33 screen with 319,792 compounds. Task: Binary Classification. Given a drug SMILES string, predict its activity (active/inactive) in a high-throughput screening assay against a specified biological target. (1) The drug is FC(F)(F)c1cc(CN2C(CC(OCC)=O)C(=O)NCC2)ccc1. The result is 0 (inactive). (2) The molecule is Fc1c(NC(=O)CNC(=O)Cn2nc(nn2)c2ccccc2)ccc(F)c1F. The result is 0 (inactive). (3) The drug is Clc1cc(N2CCN(CC2)C(=O)CCS(=O)(=O)c2c3nonc3ccc2)c(cc1)C. The result is 0 (inactive). (4) The compound is S(CC(=O)NC1CCCCC1)c1n(nnn1)c1cc(F)ccc1. The result is 0 (inactive). (5) The compound is s1c(C(N2CCOCC2)CNC(=O)CCOc2ccc(C(C)(C)C)cc2)ccc1. The result is 0 (inactive). (6) The drug is [O-][N+](=O)c1cc(N2Cc3c(C2=N)cccc3)ccc1. The result is 0 (inactive). (7) The drug is S(c1n(CC2OCCC2)\c([nH]n1)=C1/C=CC(=O)C=C1)CC(=O)c1cc(OC)c(NC(=O)CC)cc1. The result is 0 (inactive).